From a dataset of Forward reaction prediction with 1.9M reactions from USPTO patents (1976-2016). Predict the product of the given reaction. Given the reactants [F:1][C:2]1[CH:3]=[C:4]([CH:15]=[CH:16][CH:17]=1)[CH2:5][O:6][C:7]1[CH:14]=[CH:13][C:10]([CH:11]=O)=[CH:9][CH:8]=1.[C:18]12([NH2:28])[CH2:27][CH:22]3[CH2:23][CH:24]([CH2:26][CH:20]([CH2:21]3)[CH2:19]1)[CH2:25]2, predict the reaction product. The product is: [C:18]12([NH:28][CH2:11][C:10]3[CH:13]=[CH:14][C:7]([O:6][CH2:5][C:4]4[CH:15]=[CH:16][CH:17]=[C:2]([F:1])[CH:3]=4)=[CH:8][CH:9]=3)[CH2:25][CH:24]3[CH2:23][CH:22]([CH2:21][CH:20]([CH2:26]3)[CH2:19]1)[CH2:27]2.